From a dataset of NCI-60 drug combinations with 297,098 pairs across 59 cell lines. Regression. Given two drug SMILES strings and cell line genomic features, predict the synergy score measuring deviation from expected non-interaction effect. (1) Drug 1: C1CCN(CC1)CCOC2=CC=C(C=C2)C(=O)C3=C(SC4=C3C=CC(=C4)O)C5=CC=C(C=C5)O. Drug 2: C(CCl)NC(=O)N(CCCl)N=O. Cell line: MCF7. Synergy scores: CSS=0.152, Synergy_ZIP=1.48, Synergy_Bliss=5.98, Synergy_Loewe=-6.91, Synergy_HSA=-1.46. (2) Drug 2: CN(CC1=CN=C2C(=N1)C(=NC(=N2)N)N)C3=CC=C(C=C3)C(=O)NC(CCC(=O)O)C(=O)O. Drug 1: C1CCN(CC1)CCOC2=CC=C(C=C2)C(=O)C3=C(SC4=C3C=CC(=C4)O)C5=CC=C(C=C5)O. Synergy scores: CSS=10.7, Synergy_ZIP=-5.54, Synergy_Bliss=-2.51, Synergy_Loewe=-3.60, Synergy_HSA=-2.62. Cell line: T-47D. (3) Drug 1: C1CC(=O)NC(=O)C1N2CC3=C(C2=O)C=CC=C3N. Drug 2: CC1CCC2CC(C(=CC=CC=CC(CC(C(=O)C(C(C(=CC(C(=O)CC(OC(=O)C3CCCCN3C(=O)C(=O)C1(O2)O)C(C)CC4CCC(C(C4)OC)O)C)C)O)OC)C)C)C)OC. Cell line: HT29. Synergy scores: CSS=24.0, Synergy_ZIP=-8.64, Synergy_Bliss=-4.49, Synergy_Loewe=-30.1, Synergy_HSA=-0.804. (4) Drug 1: CS(=O)(=O)C1=CC(=C(C=C1)C(=O)NC2=CC(=C(C=C2)Cl)C3=CC=CC=N3)Cl. Drug 2: CCCCC(=O)OCC(=O)C1(CC(C2=C(C1)C(=C3C(=C2O)C(=O)C4=C(C3=O)C=CC=C4OC)O)OC5CC(C(C(O5)C)O)NC(=O)C(F)(F)F)O. Cell line: UACC-257. Synergy scores: CSS=0.636, Synergy_ZIP=1.19, Synergy_Bliss=3.44, Synergy_Loewe=1.82, Synergy_HSA=0.757. (5) Drug 1: CC(C)CN1C=NC2=C1C3=CC=CC=C3N=C2N. Drug 2: C(CCl)NC(=O)N(CCCl)N=O. Cell line: A498. Synergy scores: CSS=0.497, Synergy_ZIP=-0.421, Synergy_Bliss=-1.05, Synergy_Loewe=-1.06, Synergy_HSA=-1.10. (6) Drug 1: C1=NC2=C(N1)C(=S)N=CN2. Drug 2: C(CCl)NC(=O)N(CCCl)N=O. Cell line: SNB-19. Synergy scores: CSS=11.8, Synergy_ZIP=-6.98, Synergy_Bliss=-4.11, Synergy_Loewe=-2.77, Synergy_HSA=-3.26. (7) Drug 1: CC1=C(C=C(C=C1)NC(=O)C2=CC=C(C=C2)CN3CCN(CC3)C)NC4=NC=CC(=N4)C5=CN=CC=C5. Drug 2: CN(C(=O)NC(C=O)C(C(C(CO)O)O)O)N=O. Cell line: LOX IMVI. Synergy scores: CSS=4.64, Synergy_ZIP=-0.944, Synergy_Bliss=-1.94, Synergy_Loewe=-8.83, Synergy_HSA=-4.29.